From a dataset of TCR-epitope binding with 47,182 pairs between 192 epitopes and 23,139 TCRs. Binary Classification. Given a T-cell receptor sequence (or CDR3 region) and an epitope sequence, predict whether binding occurs between them. (1) The epitope is FPPTSFGPL. The TCR CDR3 sequence is CASSLAGGSYEQYF. Result: 1 (the TCR binds to the epitope). (2) The epitope is IPRRNVATL. The TCR CDR3 sequence is CASSPGTSGTNTGELFF. Result: 1 (the TCR binds to the epitope). (3) The epitope is TEILPVSMTK. The TCR CDR3 sequence is CASSQETIAKNIQYF. Result: 0 (the TCR does not bind to the epitope). (4) The epitope is ILHCANFNV. The TCR CDR3 sequence is CASSYLGFSNTGELFF. Result: 0 (the TCR does not bind to the epitope).